From a dataset of NCI-60 drug combinations with 297,098 pairs across 59 cell lines. Regression. Given two drug SMILES strings and cell line genomic features, predict the synergy score measuring deviation from expected non-interaction effect. (1) Drug 2: CC1C(C(CC(O1)OC2CC(CC3=C2C(=C4C(=C3O)C(=O)C5=C(C4=O)C(=CC=C5)OC)O)(C(=O)CO)O)N)O.Cl. Drug 1: CC1C(C(CC(O1)OC2CC(OC(C2O)C)OC3=CC4=CC5=C(C(=O)C(C(C5)C(C(=O)C(C(C)O)O)OC)OC6CC(C(C(O6)C)O)OC7CC(C(C(O7)C)O)OC8CC(C(C(O8)C)O)(C)O)C(=C4C(=C3C)O)O)O)O. Synergy scores: CSS=47.7, Synergy_ZIP=3.82, Synergy_Bliss=6.67, Synergy_Loewe=4.03, Synergy_HSA=6.44. Cell line: IGROV1. (2) Drug 1: C1=CC(=C2C(=C1NCCNCCO)C(=O)C3=C(C=CC(=C3C2=O)O)O)NCCNCCO. Drug 2: C1CN(CCN1C(=O)CCBr)C(=O)CCBr. Cell line: SNB-75. Synergy scores: CSS=63.1, Synergy_ZIP=-1.15, Synergy_Bliss=-0.488, Synergy_Loewe=-32.1, Synergy_HSA=2.58.